Dataset: Reaction yield outcomes from USPTO patents with 853,638 reactions. Task: Predict the reaction yield, written as a fraction of the theoretical maximum amount of product (1.0 means a 100% yield; for example, 0.34 means a 34% yield). The catalyst is O1CCOCC1.O.C1C=CC([P]([Pd]([P](C2C=CC=CC=2)(C2C=CC=CC=2)C2C=CC=CC=2)([P](C2C=CC=CC=2)(C2C=CC=CC=2)C2C=CC=CC=2)[P](C2C=CC=CC=2)(C2C=CC=CC=2)C2C=CC=CC=2)(C2C=CC=CC=2)C2C=CC=CC=2)=CC=1. The yield is 0.963. The reactants are Br[C:2]1[CH:3]=[C:4]([C:14]([NH:16][CH2:17][C:18]2[C:19](=[O:26])[NH:20][C:21]([CH3:25])=[CH:22][C:23]=2[CH3:24])=[O:15])[C:5]2[CH:10]=[N:9][N:8]([CH:11]([CH3:13])[CH3:12])[C:6]=2[N:7]=1.[OH:27][CH2:28][C:29]1[CH:34]=[CH:33][C:32](B(O)O)=[CH:31][CH:30]=1.C([O-])([O-])=O.[Na+].[Na+].CCOC(C)=O. The product is [CH3:24][C:23]1[CH:22]=[C:21]([CH3:25])[NH:20][C:19](=[O:26])[C:18]=1[CH2:17][NH:16][C:14]([C:4]1[C:5]2[CH:10]=[N:9][N:8]([CH:11]([CH3:13])[CH3:12])[C:6]=2[N:7]=[C:2]([C:32]2[CH:33]=[CH:34][C:29]([CH2:28][OH:27])=[CH:30][CH:31]=2)[CH:3]=1)=[O:15].